Task: Regression. Given a peptide amino acid sequence and an MHC pseudo amino acid sequence, predict their binding affinity value. This is MHC class I binding data.. Dataset: Peptide-MHC class I binding affinity with 185,985 pairs from IEDB/IMGT (1) The peptide sequence is STQSVLCVKK. The MHC is HLA-A68:01 with pseudo-sequence HLA-A68:01. The binding affinity (normalized) is 0.884. (2) The peptide sequence is RVNHAKYMV. The MHC is HLA-A02:03 with pseudo-sequence HLA-A02:03. The binding affinity (normalized) is 0.408. (3) The peptide sequence is VLPAVVYST. The MHC is HLA-A02:01 with pseudo-sequence HLA-A02:01. The binding affinity (normalized) is 0.563.